From a dataset of Full USPTO retrosynthesis dataset with 1.9M reactions from patents (1976-2016). Predict the reactants needed to synthesize the given product. (1) Given the product [CH3:7][O:8][P:9]([O-:12])[O-:10].[CH3:7][C:3]1[NH:4][CH:5]=[CH:6][N+:2]=1[CH3:1].[CH3:7][C:3]1[NH:4][CH:5]=[CH:6][N+:2]=1[CH3:1], predict the reactants needed to synthesize it. The reactants are: [CH3:1][N:2]1[CH:6]=[CH:5][N:4]=[CH:3]1.[CH3:7][O:8][P:9]([O-:12])[O:10]C. (2) Given the product [OH:6][N:7]1[C:12](=[O:13])[C:11]2[S:14][C:15]3[CH:20]=[CH:19][CH:18]=[CH:17][C:16]=3[C:10]=2[N:9]([CH3:28])[C:8]1=[O:21], predict the reactants needed to synthesize it. The reactants are: COC1C=C(OC)C=CC=1C[O:6][N:7]1[C:12](=[O:13])[C:11]2[S:14][C:15]3[CH:20]=[CH:19][CH:18]=[CH:17][C:16]=3[C:10]=2[NH:9][C:8]1=[O:21].[CH3:28]I.